This data is from Forward reaction prediction with 1.9M reactions from USPTO patents (1976-2016). The task is: Predict the product of the given reaction. (1) Given the reactants [CH3:1][O:2][C:3](=[O:14])[C:4]([CH2:12][CH3:13])([CH2:7][NH:8][CH:9]([CH3:11])[CH3:10])[CH2:5][CH3:6].[C:15]1(=O)CCC[CH2:16]1, predict the reaction product. The product is: [CH3:1][O:2][C:3](=[O:14])[C:4]([CH2:7][NH:8][CH:9]1[CH2:10][CH2:16][CH2:15][CH2:11]1)([CH2:12][CH3:13])[CH2:5][CH3:6]. (2) Given the reactants [CH2:1]([O:8][C:9]1[CH:14]=[CH:13][CH:12]=[CH:11][C:10]=1[OH:15])[C:2]1[CH:7]=[CH:6][CH:5]=[CH:4][CH:3]=1.[I-:16].[Na+].[OH-].[Na+].Cl[O-].[Na+].Cl, predict the reaction product. The product is: [CH2:1]([O:8][C:9]1[CH:14]=[C:13]([I:16])[CH:12]=[CH:11][C:10]=1[OH:15])[C:2]1[CH:3]=[CH:4][CH:5]=[CH:6][CH:7]=1. (3) Given the reactants [Cl:1][C:2]1[CH:7]=[CH:6][CH:5]=[C:4]([O:8][CH3:9])[N:3]=1.[Li][C:11](C)(C)C.CCCCC.[C:20]([O:24][CH2:25][CH3:26])(=[O:23])[CH:21]=[O:22], predict the reaction product. The product is: [Cl:1][C:2]1[N:3]=[C:4]([O:8][CH3:9])[C:5]([C:21]([OH:22])([CH3:11])[C:20]([O:24][CH2:25][CH3:26])=[O:23])=[CH:6][CH:7]=1. (4) Given the reactants [C:1]([O:5][C:6](=[O:22])[NH:7][C:8]([CH2:20][NH2:21])([C:12]1[CH:17]=[C:16](Br)[CH:15]=[CH:14][C:13]=1[F:19])[CH:9]([F:11])[F:10])([CH3:4])([CH3:3])[CH3:2].CC([O-])=O.[Na+].[Br-].C([O-])([O-])=O.[Na+].[Na+], predict the reaction product. The product is: [C:1]([O:5][C:6](=[O:22])[NH:7][C:8]([CH2:20][NH2:21])([C:12]1[CH:17]=[CH:16][CH:15]=[CH:14][C:13]=1[F:19])[CH:9]([F:11])[F:10])([CH3:4])([CH3:2])[CH3:3]. (5) Given the reactants [C:1](Cl)(=[O:8])[C:2]1[CH:7]=[CH:6][CH:5]=[CH:4][CH:3]=1.C[C:11]1[NH:12][C:13]2[C:18]([CH:19]=1)=[CH:17][C:16]([C:20]([OH:22])=[O:21])=[CH:15][CH:14]=2.O.[CH3:24]CCCCC, predict the reaction product. The product is: [CH3:24][O:22][C:20]([C:16]1[CH:17]=[C:18]2[C:13](=[CH:14][CH:15]=1)[NH:12][CH:11]=[C:19]2[C:1](=[O:8])[C:2]1[CH:7]=[CH:6][CH:5]=[CH:4][CH:3]=1)=[O:21]. (6) Given the reactants [N+](C1C=CC(C([O:10][C@H:11]2[C@H:15]([NH:16][C:17]([O:19][C:20]([CH3:23])([CH3:22])[CH3:21])=[O:18])[CH2:14][N:13]([CH2:24][C:25]3[CH:30]=[CH:29][CH:28]=[CH:27][CH:26]=3)[CH2:12]2)=O)=CC=1)([O-])=O.O[Li].O, predict the reaction product. The product is: [CH2:24]([N:13]1[CH2:12][C@@H:11]([OH:10])[C@H:15]([NH:16][C:17](=[O:18])[O:19][C:20]([CH3:22])([CH3:21])[CH3:23])[CH2:14]1)[C:25]1[CH:26]=[CH:27][CH:28]=[CH:29][CH:30]=1.